This data is from Forward reaction prediction with 1.9M reactions from USPTO patents (1976-2016). The task is: Predict the product of the given reaction. Given the reactants [NH2:1][C:2]1[N:11]=[C:10]([CH3:12])[C:9]2[C:8](=[O:13])[CH2:7][CH:6]([C:14]3[CH:19]=[CH:18][C:17]([F:20])=[CH:16][C:15]=3Br)[CH2:5][C:4]=2[N:3]=1.[CH3:22][O:23][C:24]1[CH:29]=[CH:28][CH:27]=[C:26](B2OC(C)(C)C(C)(C)O2)[N:25]=1.C([O-])([O-])=O.[K+].[K+], predict the reaction product. The product is: [NH2:1][C:2]1[N:11]=[C:10]([CH3:12])[C:9]2[C:8](=[O:13])[CH2:7][CH:6]([C:14]3[CH:19]=[CH:18][C:17]([F:20])=[CH:16][C:15]=3[C:26]3[CH:27]=[CH:28][CH:29]=[C:24]([O:23][CH3:22])[N:25]=3)[CH2:5][C:4]=2[N:3]=1.